This data is from CYP2C9 inhibition data for predicting drug metabolism from PubChem BioAssay. The task is: Regression/Classification. Given a drug SMILES string, predict its absorption, distribution, metabolism, or excretion properties. Task type varies by dataset: regression for continuous measurements (e.g., permeability, clearance, half-life) or binary classification for categorical outcomes (e.g., BBB penetration, CYP inhibition). Dataset: cyp2c9_veith. (1) The molecule is C[C@@H](CN1CCC(Cc2ccccc2)CC1)[C@H](O)c1ccc(O)cc1. The result is 0 (non-inhibitor). (2) The compound is O=C1CCCC=C1[C@H](CCc1ccccc1)OC(=O)c1ccc(Br)cc1. The result is 1 (inhibitor). (3) The drug is COc1ccc(NC(=O)N2CC[C@@]3(CCCN(C(=O)c4cccn4C)C3)C2)cc1. The result is 0 (non-inhibitor). (4) The molecule is O=c1nc(-c2ccccc2)cn[nH]1. The result is 0 (non-inhibitor). (5) The compound is COC(Cc1nnc(SC)n1-c1ccccc1)OC. The result is 0 (non-inhibitor). (6) The compound is CC(=O)N(/N=C1\Sc2ccccc2C1=O)c1ccccc1. The result is 0 (non-inhibitor). (7) The drug is O=C(Cc1ccc(Cl)c(Cl)c1)OCCN1CCCC1. The result is 0 (non-inhibitor).